Dataset: Full USPTO retrosynthesis dataset with 1.9M reactions from patents (1976-2016). Task: Predict the reactants needed to synthesize the given product. Given the product [NH2:1][C:2]1[N:10]=[CH:9][C:8]([Br:11])=[CH:7][C:3]=1[C:4]([N:24]=[S@@:22]([CH3:21])(=[O:23])[C:25]1[CH:30]=[CH:29][CH:28]=[CH:27][CH:26]=1)=[O:6], predict the reactants needed to synthesize it. The reactants are: [NH2:1][C:2]1[N:10]=[CH:9][C:8]([Br:11])=[CH:7][C:3]=1[C:4]([OH:6])=O.C(N(CC)C(C)C)(C)C.[CH3:21][S@:22]([C:25]1[CH:30]=[CH:29][CH:28]=[CH:27][CH:26]=1)(=[NH:24])=[O:23].F[P-](F)(F)(F)(F)F.N1(O[P+](N(C)C)(N(C)C)N(C)C)C2C=CC=CC=2N=N1.